This data is from Reaction yield outcomes from USPTO patents with 853,638 reactions. The task is: Predict the reaction yield, written as a fraction of the theoretical maximum amount of product (1.0 means a 100% yield; for example, 0.34 means a 34% yield). (1) The reactants are [Cl:1][C:2]1[CH:13]=[C:6]2[C:7]([O:9]C(=O)[NH:11][C:5]2=[CH:4][CH:3]=1)=O.Cl.[NH2:15][CH:16]1[CH2:21][CH2:20][C:19](=[O:22])[NH:18][C:17]1=[O:23].C(N(CC)CC)C.C(O)(=O)C. The catalyst is C(#N)C. The product is [NH2:11][C:5]1[CH:4]=[CH:3][C:2]([Cl:1])=[CH:13][C:6]=1[C:7]([NH:15][CH:16]1[CH2:21][CH2:20][C:19](=[O:22])[NH:18][C:17]1=[O:23])=[O:9]. The yield is 0.420. (2) The reactants are C(OC([N:8]([C:13]1[CH:14]=[C:15]([CH:52]=[CH:53][C:54]=1[O:55][CH2:56][CH:57]1[CH2:59][CH2:58]1)[C:16]([N:18]1[CH2:22][CH2:21][CH2:20][C@H:19]1[C:23]([O:25][C@H:26]([C:37]1[CH:42]=[CH:41][C:40]([O:43][CH:44]([F:46])[F:45])=[C:39]([O:47][CH2:48][CH:49]2[CH2:51][CH2:50]2)[CH:38]=1)[CH2:27][C:28]1[C:33]([Cl:34])=[CH:32][N+:31]([O-:35])=[CH:30][C:29]=1[Cl:36])=[O:24])=[O:17])[S:9]([CH3:12])(=[O:11])=[O:10])=O)(C)(C)C. The catalyst is Cl. The product is [Cl:36][C:29]1[CH:30]=[N+:31]([O-:35])[CH:32]=[C:33]([Cl:34])[C:28]=1[CH2:27][C@H:26]([O:25][C:23]([C@@H:19]1[CH2:20][CH2:21][CH2:22][N:18]1[C:16](=[O:17])[C:15]1[CH:52]=[CH:53][C:54]([O:55][CH2:56][CH:57]2[CH2:58][CH2:59]2)=[C:13]([NH:8][S:9]([CH3:12])(=[O:11])=[O:10])[CH:14]=1)=[O:24])[C:37]1[CH:42]=[CH:41][C:40]([O:43][CH:44]([F:46])[F:45])=[C:39]([O:47][CH2:48][CH:49]2[CH2:50][CH2:51]2)[CH:38]=1. The yield is 0.680.